This data is from Full USPTO retrosynthesis dataset with 1.9M reactions from patents (1976-2016). The task is: Predict the reactants needed to synthesize the given product. (1) Given the product [C:21]([CH2:20][CH2:19][C:16]1[C:17](=[O:18])[N:12]([CH2:11][CH:8]2[CH2:9][CH2:10]2)[N:13]=[C:14]([C:35]2[CH:40]=[CH:39][C:38]([O:41][CH3:42])=[C:37]([F:43])[CH:36]=2)[CH:15]=1)([OH:23])=[O:22], predict the reactants needed to synthesize it. The reactants are: FC(F)(F)C(O)=O.[CH:8]1([CH2:11][N:12]2[C:17](=[O:18])[C:16]([CH2:19][CH:20](C(OC(C)(C)C)=O)[C:21]([O:23]C(C)(C)C)=[O:22])=[CH:15][C:14]([C:35]3[CH:40]=[CH:39][C:38]([O:41][CH3:42])=[C:37]([F:43])[CH:36]=3)=[N:13]2)[CH2:10][CH2:9]1. (2) Given the product [Br:25][C:6]1[C:2]([CH3:1])=[N:3][S:4][C:5]=1[N:7]([C:17]([O:19][CH2:20][C:21]([Cl:23])([Cl:24])[Cl:22])=[O:18])[C@H:8]([C:13]([O:15][CH3:16])=[O:14])[CH2:9][CH:10]([CH3:12])[CH3:11], predict the reactants needed to synthesize it. The reactants are: [CH3:1][C:2]1[CH:6]=[C:5]([N:7]([C:17]([O:19][CH2:20][C:21]([Cl:24])([Cl:23])[Cl:22])=[O:18])[C@H:8]([C:13]([O:15][CH3:16])=[O:14])[CH2:9][CH:10]([CH3:12])[CH3:11])[S:4][N:3]=1.[Br:25]Br. (3) Given the product [CH2:1]([O:4][CH2:5][CH2:6][CH2:7][C@H:8]([NH:15][C:16]([O:18][C:19]([CH3:22])([CH3:21])[CH3:20])=[O:17])[C:9]([OH:11])=[O:10])[CH:2]=[CH2:3], predict the reactants needed to synthesize it. The reactants are: [CH2:1]([O:4][CH2:5][CH2:6][CH2:7][C@H:8]([NH:15][C:16]([O:18][C:19]([CH3:22])([CH3:21])[CH3:20])=[O:17])[C:9]([O:11]C(C)C)=[O:10])[CH:2]=[CH2:3].O.[OH-].[Li+]. (4) Given the product [CH3:23][O:24][C:7]1[CH:6]=[CH:5][CH:4]=[CH:3][C:2]=1[CH2:1][NH:8][C:9]([C:11]1[CH:20]=[CH:19][C:14]([C:15]([O:17][CH3:18])=[O:16])=[C:13]([OH:21])[C:12]=1[OH:22])=[O:10], predict the reactants needed to synthesize it. The reactants are: [CH2:1]([NH:8][C:9]([C:11]1[CH:20]=[CH:19][C:14]([C:15]([O:17][CH3:18])=[O:16])=[C:13]([OH:21])[C:12]=1[OH:22])=[O:10])[C:2]1[CH:7]=[CH:6][CH:5]=[CH:4][CH:3]=1.[CH3:23][O:24]C1C=CC=CC=1CN. (5) Given the product [C:1]([O:5][C:6]([N:8]1[CH2:13][CH2:12][CH:11]([O:14][C:15]2[CH:20]=[CH:19][C:18]([NH2:21])=[CH:17][CH:16]=2)[C:10]([CH3:25])([CH3:24])[CH2:9]1)=[O:7])([CH3:4])([CH3:2])[CH3:3], predict the reactants needed to synthesize it. The reactants are: [C:1]([O:5][C:6]([N:8]1[CH2:13][CH2:12][CH:11]([O:14][C:15]2[CH:20]=[CH:19][C:18]([N+:21]([O-])=O)=[CH:17][CH:16]=2)[C:10]([CH3:25])([CH3:24])[CH2:9]1)=[O:7])([CH3:4])([CH3:3])[CH3:2]. (6) The reactants are: [OH:1][C:2]1[C:27]([O:28][CH3:29])=[CH:26][C:5]2[C:6]3[N:11]([CH:12]([C:14]([CH3:19])([CH3:18])[CH2:15][O:16][CH3:17])[CH2:13][C:4]=2[CH:3]=1)[CH:10]=[C:9]([C:20]([O:22][CH2:23][CH3:24])=[O:21])[C:8](=[O:25])[CH:7]=3.C(=O)([O-])[O-].[K+].[K+].Cl.Cl[CH2:38][CH2:39][CH:40]1[CH2:44][CH2:43][CH2:42][N:41]1[CH3:45].O. Given the product [CH3:29][O:28][C:27]1[C:2]([O:1][CH2:38][CH2:39][CH:40]2[CH2:44][CH2:43][CH2:42][N:41]2[CH3:45])=[CH:3][C:4]2[CH2:13][CH:12]([C:14]([CH3:18])([CH3:19])[CH2:15][O:16][CH3:17])[N:11]3[C:6](=[CH:7][C:8](=[O:25])[C:9]([C:20]([O:22][CH2:23][CH3:24])=[O:21])=[CH:10]3)[C:5]=2[CH:26]=1, predict the reactants needed to synthesize it. (7) Given the product [CH3:26][O:25][C:24]1[CH:23]=[C:22]([CH:30]=[CH:29][C:27]=1[O:28][CH2:2][C:3]1[N:4]=[C:5]([N:8]2[CH2:13][CH2:12][CH2:11][CH2:10][CH2:9]2)[S:6][CH:7]=1)[CH:21]=[O:20], predict the reactants needed to synthesize it. The reactants are: Cl[CH2:2][C:3]1[N:4]=[C:5]([N:8]2[CH2:13][CH2:12][CH2:11][CH2:10][CH2:9]2)[S:6][CH:7]=1.C(=O)([O-])[O-].[K+].[K+].[O:20]=[CH:21][C:22]1[CH:30]=[CH:29][C:27]([OH:28])=[C:24]([O:25][CH3:26])[CH:23]=1.CN(C)C=O. (8) Given the product [OH:1][C:2]1[C:11]([O:12][C:19]([C:20]2[CH:25]=[CH:24][CH:23]=[CH:22][CH:21]=2)=[O:26])=[CH:10][CH:9]=[CH:8][C:3]=1[C:4]([O:6][CH3:7])=[O:5], predict the reactants needed to synthesize it. The reactants are: [OH:1][C:2]1[C:11]([OH:12])=[CH:10][CH:9]=[CH:8][C:3]=1[C:4]([O:6][CH3:7])=[O:5].C(=O)([O-])[O-].[K+].[K+].[C:19](Cl)(=[O:26])[C:20]1[CH:25]=[CH:24][CH:23]=[CH:22][CH:21]=1. (9) Given the product [CH3:22][C:23]1[CH:32]=[C:31]([CH2:33][O:34][C:35]2[CH:36]=[CH:37][C:38]([C:39]([NH:41][CH2:42][C:43]3([N:52]4[CH2:53][CH2:54][N:55]([C:60]([C:61]5[CH:62]=[N:63][CH:64]=[CH:65][CH:66]=5)=[O:67])[CH2:56][CH2:57]4)[C:44](=[O:51])[NH:45][C:46](=[O:50])[NH:47][C:48]3=[O:49])=[O:40])=[CH:58][CH:59]=2)[C:30]2[C:25](=[CH:26][CH:27]=[CH:28][CH:29]=2)[N:24]=1, predict the reactants needed to synthesize it. The reactants are: FC(F)(F)C(O)=O.FC(F)(F)C(O)=O.FC(F)(F)C(O)=O.[CH3:22][C:23]1[CH:32]=[C:31]([CH2:33][O:34][C:35]2[CH:59]=[CH:58][C:38]([C:39]([NH:41][CH2:42][C:43]3([N:52]4[CH2:57][CH2:56][NH:55][CH2:54][CH2:53]4)[C:48](=[O:49])[NH:47][C:46](=[O:50])[NH:45][C:44]3=[O:51])=[O:40])=[CH:37][CH:36]=2)[C:30]2[C:25](=[CH:26][CH:27]=[CH:28][CH:29]=2)[N:24]=1.[C:60](Cl)(=[O:67])[C:61]1[CH:66]=[CH:65][CH:64]=[N:63][CH:62]=1.